From a dataset of Catalyst prediction with 721,799 reactions and 888 catalyst types from USPTO. Predict which catalyst facilitates the given reaction. (1) Reactant: [CH3:1][O:2][C:3]1[N:4]=[C:5]2[C:10](=[CH:11][CH:12]=1)[N:9]=[CH:8][CH:7]=[C:6]2[N:13]1[CH2:17][CH2:16][CH:15](OS(C)(=O)=O)[CH2:14]1.[H-].[Na+].[SH:25][CH2:26][CH2:27][NH:28][C:29](=[O:35])[O:30][C:31]([CH3:34])([CH3:33])[CH3:32].C(Cl)(Cl)Cl. The catalyst class is: 163. Product: [CH3:1][O:2][C:3]1[N:4]=[C:5]2[C:10](=[CH:11][CH:12]=1)[N:9]=[CH:8][CH:7]=[C:6]2[N:13]1[CH2:17][CH2:16][CH:15]([S:25][CH2:26][CH2:27][NH:28][C:29](=[O:35])[O:30][C:31]([CH3:33])([CH3:32])[CH3:34])[CH2:14]1. (2) Reactant: C(OC(=O)[NH:7][C@H:8]([C:19]1[C:24]([Br:25])=[CH:23][CH:22]=[CH:21][N:20]=1)[C:9]1[CH:14]=[CH:13][C:12]([C:15]([F:18])([F:17])[F:16])=[CH:11][CH:10]=1)(C)(C)C.[ClH:27]. Product: [ClH:27].[Br:25][C:24]1[C:19]([C@H:8]([C:9]2[CH:14]=[CH:13][C:12]([C:15]([F:17])([F:18])[F:16])=[CH:11][CH:10]=2)[NH2:7])=[N:20][CH:21]=[CH:22][CH:23]=1. The catalyst class is: 5. (3) Reactant: [F:1][C:2]1[C:3]([O:11][CH3:12])=[CH:4][C:5]([O:9][CH3:10])=[C:6]([CH:8]=1)[NH2:7].[C:13](Cl)(Cl)=[O:14]. Product: [F:1][C:2]1[CH:8]=[C:6]([N:7]=[C:13]=[O:14])[C:5]([O:9][CH3:10])=[CH:4][C:3]=1[O:11][CH3:12]. The catalyst class is: 25. (4) Reactant: [CH3:1][O:2][C:3]1[CH:4]=[C:5]([C@H:9]2[CH2:18][C:17](=O)[C:16]3[C:11](=[CH:12][CH:13]=[C:14]([C:20]([O:22][CH3:23])=[O:21])[CH:15]=3)[O:10]2)[CH:6]=[CH:7][CH:8]=1.C([O-])(=O)C.[Na+].Cl.[CH3:30][O:31][NH2:32]. Product: [CH3:30][O:31][N:32]=[C:17]1[C:16]2[C:11](=[CH:12][CH:13]=[C:14]([C:20]([O:22][CH3:23])=[O:21])[CH:15]=2)[O:10][C@@H:9]([C:5]2[CH:6]=[CH:7][CH:8]=[C:3]([O:2][CH3:1])[CH:4]=2)[CH2:18]1. The catalyst class is: 5.